This data is from Forward reaction prediction with 1.9M reactions from USPTO patents (1976-2016). The task is: Predict the product of the given reaction. (1) Given the reactants [Cl:1][C:2]1[C:3]([N:27]2[CH2:32][CH2:31][N:30]([C:33]3[CH:38]=[CH:37][CH:36]=[CH:35][N:34]=3)[CH2:29][CH2:28]2)=[C:4]([F:26])[CH:5]=[C:6]2[C:11]=1[N:10]([C:12]1[CH:17]=[CH:16][C:15]([CH2:18]O)=[CH:14][CH:13]=1)[CH:9]=[C:8]([C:20]([O:22][CH2:23][CH3:24])=[O:21])[C:7]2=[O:25].P(Br)(Br)[Br:40], predict the reaction product. The product is: [Br:40][CH2:18][C:15]1[CH:16]=[CH:17][C:12]([N:10]2[C:11]3[C:6](=[CH:5][C:4]([F:26])=[C:3]([N:27]4[CH2:32][CH2:31][N:30]([C:33]5[CH:38]=[CH:37][CH:36]=[CH:35][N:34]=5)[CH2:29][CH2:28]4)[C:2]=3[Cl:1])[C:7](=[O:25])[C:8]([C:20]([O:22][CH2:23][CH3:24])=[O:21])=[CH:9]2)=[CH:13][CH:14]=1. (2) Given the reactants [Br:1][C:2]1[CH:3]=[C:4]([CH:8]=[C:9]([Br:23])[C:10]=1[O:11][C:12]1[CH:17]=[CH:16][C:15]([O:18]C)=[C:14]([CH:20]([CH3:22])[CH3:21])[CH:13]=1)[C:5](O)=[O:6].[NH2:24][C:25]1[CH:30]=[CH:29][C:28]([S:31]([NH2:34])(=[O:33])=[O:32])=[CH:27][CH:26]=1, predict the reaction product. The product is: [Br:1][C:2]1[CH:3]=[C:4]([CH:8]=[C:9]([Br:23])[C:10]=1[O:11][C:12]1[CH:17]=[CH:16][C:15]([OH:18])=[C:14]([CH:20]([CH3:21])[CH3:22])[CH:13]=1)[C:5]([C:29]1[CH:30]=[C:25]([NH2:24])[CH:26]=[CH:27][C:28]=1[S:31]([NH2:34])(=[O:33])=[O:32])=[O:6]. (3) The product is: [CH3:15][O:14][C:9](=[O:13])[CH:10]=[C:11]([C:5]1[CH:6]=[CH:7][C:2]([NH2:1])=[N:3][CH:4]=1)[CH3:12]. Given the reactants [NH2:1][C:2]1[CH:7]=[CH:6][C:5](Br)=[CH:4][N:3]=1.[C:9]([O:14][CH3:15])(=[O:13])/[CH:10]=[CH:11]/[CH3:12].C(N(CC)CC)C.C1(C)C=CC=CC=1P(C1C=CC=CC=1C)C1C=CC=CC=1C, predict the reaction product. (4) Given the reactants [CH2:1]([N:3]([CH2:17][CH3:18])[S:4]([C:7]1[CH:8]=[CH:9][C:10]2[N:11]([C:13](=O)[NH:14][N:15]=2)[CH:12]=1)(=[O:6])=[O:5])[CH3:2].O=P(Cl)(Cl)[Cl:21].C([O-])(O)=O.[Na+], predict the reaction product. The product is: [Cl:21][C:13]1[N:11]2[CH:12]=[C:7]([S:4]([N:3]([CH2:17][CH3:18])[CH2:1][CH3:2])(=[O:6])=[O:5])[CH:8]=[CH:9][C:10]2=[N:15][N:14]=1.